Dataset: Peptide-MHC class I binding affinity with 185,985 pairs from IEDB/IMGT. Task: Regression. Given a peptide amino acid sequence and an MHC pseudo amino acid sequence, predict their binding affinity value. This is MHC class I binding data. (1) The peptide sequence is TVYVYSRVK. The MHC is HLA-A11:01 with pseudo-sequence HLA-A11:01. The binding affinity (normalized) is 0.540. (2) The peptide sequence is EEAPAAVSF. The MHC is HLA-B14:02 with pseudo-sequence HLA-B14:02. The binding affinity (normalized) is 0.213.